This data is from Reaction yield outcomes from USPTO patents with 853,638 reactions. The task is: Predict the reaction yield, written as a fraction of the theoretical maximum amount of product (1.0 means a 100% yield; for example, 0.34 means a 34% yield). (1) The reactants are C(O[BH-](OC(=O)C)OC(=O)C)(=O)C.Cl.[N:15]1([C:21]2[N:26]=[CH:25][C:24]([N:27]([CH2:37][CH:38]3[CH2:43][CH2:42][NH:41][CH2:40][CH2:39]3)[C:28](=[O:36])[CH2:29][CH:30]3[CH2:35][CH2:34][O:33][CH2:32][CH2:31]3)=[CH:23][CH:22]=2)[CH2:20][CH2:19][O:18][CH2:17][CH2:16]1.[C:44]([C:48]1[CH:55]=[CH:54][C:51]([CH:52]=O)=[CH:50][CH:49]=1)([CH3:47])([CH3:46])[CH3:45]. The catalyst is C(Cl)Cl. The product is [CH3:47][C:44]([C:48]1[CH:49]=[CH:50][C:51]([CH2:52][N:41]2[CH2:40][CH2:39][CH:38]([CH2:37][N:27]([C:24]3[CH:25]=[N:26][C:21]([N:15]4[CH2:16][CH2:17][O:18][CH2:19][CH2:20]4)=[CH:22][CH:23]=3)[C:28](=[O:36])[CH2:29][CH:30]3[CH2:35][CH2:34][O:33][CH2:32][CH2:31]3)[CH2:43][CH2:42]2)=[CH:54][CH:55]=1)([CH3:45])[CH3:46]. The yield is 0.800. (2) The reactants are [CH:1]1([CH2:4][C:5]2([C:16]#[N:17])[CH2:10][CH2:9][C:8](SCC3CC3)=[CH:7][CH2:6]2)[CH2:3][CH2:2]1.O[O:19][S:20]([O-:22])=O.[K+].[C:24](=O)([O-])O.[Na+].[CH3:29][C:30]([CH3:32])=O. The catalyst is O. The yield is 0.930. The product is [CH:30]1([CH2:32][S:20]([C:8]2[CH2:9][CH2:10][C:5]([CH2:4][CH:1]3[CH2:3][CH2:2]3)([C:16]#[N:17])[CH2:6][CH:7]=2)(=[O:22])=[O:19])[CH2:24][CH2:29]1. (3) The reactants are [NH:1]=[C:2]1[N:6]([C:7]2[CH:12]=[C:11]([CH3:13])[CH:10]=[CH:9][C:8]=2[CH:14]([CH3:16])[CH3:15])[C:5](=[O:17])[CH2:4][S:3]1.Cl[C:19]([O:21][C:22]1[CH:27]=[CH:26][C:25]([N+:28]([O-:30])=[O:29])=[CH:24][CH:23]=1)=[O:20].C(=O)([O-])[O-].[Cs+].[Cs+]. The catalyst is C(#N)C.ClCCl. The product is [CH:14]([C:8]1[CH:9]=[CH:10][C:11]([CH3:13])=[CH:12][C:7]=1[N:6]1[C:5](=[O:17])[CH2:4][S:3]/[C:2]/1=[N:1]\[C:19](=[O:20])[O:21][C:22]1[CH:23]=[CH:24][C:25]([N+:28]([O-:30])=[O:29])=[CH:26][CH:27]=1)([CH3:15])[CH3:16]. The yield is 0.860. (4) The reactants are Br[CH:2]([C:5](=O)[C:6]([CH3:9])([CH3:8])[CH3:7])[C:3]#[N:4].[NH2:11][C:12]([NH2:14])=[S:13]. No catalyst specified. The product is [NH2:14][C:12]1[S:13][C:2]([C:3]#[N:4])=[C:5]([C:6]([CH3:9])([CH3:8])[CH3:7])[N:11]=1. The yield is 0.663. (5) The reactants are [CH2:1]([O:3][C:4]([C:6]1[C:7]([Cl:24])=[C:8]2[CH:14]=[CH:13][N:12](CC3C=CC(OC)=CC=3)[C:9]2=[N:10][CH:11]=1)=[O:5])[CH3:2]. The catalyst is C(O)(C(F)(F)F)=O.OS(O)(=O)=O.C1(OC)C=CC=CC=1. The product is [CH2:1]([O:3][C:4]([C:6]1[C:7]([Cl:24])=[C:8]2[CH:14]=[CH:13][NH:12][C:9]2=[N:10][CH:11]=1)=[O:5])[CH3:2]. The yield is 0.460.